Dataset: NCI-60 drug combinations with 297,098 pairs across 59 cell lines. Task: Regression. Given two drug SMILES strings and cell line genomic features, predict the synergy score measuring deviation from expected non-interaction effect. (1) Drug 1: CC(C)(C#N)C1=CC(=CC(=C1)CN2C=NC=N2)C(C)(C)C#N. Drug 2: CC1CCCC2(C(O2)CC(NC(=O)CC(C(C(=O)C(C1O)C)(C)C)O)C(=CC3=CSC(=N3)C)C)C. Cell line: SK-MEL-5. Synergy scores: CSS=40.8, Synergy_ZIP=2.68, Synergy_Bliss=-0.443, Synergy_Loewe=-15.9, Synergy_HSA=-1.46. (2) Drug 1: CC1=CC2C(CCC3(C2CCC3(C(=O)C)OC(=O)C)C)C4(C1=CC(=O)CC4)C. Drug 2: CC1CCC2CC(C(=CC=CC=CC(CC(C(=O)C(C(C(=CC(C(=O)CC(OC(=O)C3CCCCN3C(=O)C(=O)C1(O2)O)C(C)CC4CCC(C(C4)OC)OCCO)C)C)O)OC)C)C)C)OC. Cell line: NCI-H226. Synergy scores: CSS=11.7, Synergy_ZIP=3.26, Synergy_Bliss=6.37, Synergy_Loewe=-8.60, Synergy_HSA=1.24. (3) Drug 1: CC(C1=C(C=CC(=C1Cl)F)Cl)OC2=C(N=CC(=C2)C3=CN(N=C3)C4CCNCC4)N. Drug 2: C1=C(C(=O)NC(=O)N1)N(CCCl)CCCl. Cell line: MCF7. Synergy scores: CSS=31.7, Synergy_ZIP=4.12, Synergy_Bliss=4.97, Synergy_Loewe=5.01, Synergy_HSA=6.46. (4) Drug 1: COC1=C(C=C2C(=C1)N=CN=C2NC3=CC(=C(C=C3)F)Cl)OCCCN4CCOCC4. Drug 2: C(CCl)NC(=O)N(CCCl)N=O. Cell line: A498. Synergy scores: CSS=29.1, Synergy_ZIP=-6.47, Synergy_Bliss=1.93, Synergy_Loewe=-7.40, Synergy_HSA=1.09. (5) Drug 1: CN(CC1=CN=C2C(=N1)C(=NC(=N2)N)N)C3=CC=C(C=C3)C(=O)NC(CCC(=O)O)C(=O)O. Drug 2: CCCCCOC(=O)NC1=NC(=O)N(C=C1F)C2C(C(C(O2)C)O)O. Cell line: SR. Synergy scores: CSS=6.60, Synergy_ZIP=-4.29, Synergy_Bliss=-6.27, Synergy_Loewe=-5.03, Synergy_HSA=-3.77.